From a dataset of Full USPTO retrosynthesis dataset with 1.9M reactions from patents (1976-2016). Predict the reactants needed to synthesize the given product. Given the product [CH3:1][O:2][C:3]1[CH:27]=[C:26]([O:28][CH3:29])[CH:25]=[CH:24][C:4]=1[CH2:5][N:6]([C:19]1[S:23][N:22]=[CH:21][N:20]=1)[S:7]([C:10]1[CH:15]=[C:14]([F:16])[C:13]([O:42][C@@H:37]2[CH2:38][CH2:39][CH2:40][CH2:41][C@@H:36]2[C:30]2[CH:31]=[CH:32][CH:33]=[CH:34][CH:35]=2)=[CH:12][C:11]=1[F:18])(=[O:8])=[O:9], predict the reactants needed to synthesize it. The reactants are: [CH3:1][O:2][C:3]1[CH:27]=[C:26]([O:28][CH3:29])[CH:25]=[CH:24][C:4]=1[CH2:5][N:6]([C:19]1[S:23][N:22]=[CH:21][N:20]=1)[S:7]([C:10]1[CH:15]=[C:14]([F:16])[C:13](F)=[CH:12][C:11]=1[F:18])(=[O:9])=[O:8].[C:30]1([C@H:36]2[CH2:41][CH2:40][CH2:39][CH2:38][C@H:37]2[OH:42])[CH:35]=[CH:34][CH:33]=[CH:32][CH:31]=1.[H-].[Na+].